Dataset: Full USPTO retrosynthesis dataset with 1.9M reactions from patents (1976-2016). Task: Predict the reactants needed to synthesize the given product. (1) Given the product [CH2:26]([O:25][C:23]([N:20]1[CH2:21][CH:22]=[C:17]([C:15]2[N:16]=[C:12]([S:11][C:39]3[C@H:45]([CH3:46])[C@H:44]4[N:41]([C:42](=[O:54])[C@@H:43]4[C@H:47]([O:49][Si:50]([CH3:51])([CH3:52])[CH3:53])[CH3:48])[C:40]=3[C:55]([O:57][CH2:58][CH:59]=[CH2:60])=[O:56])[S:13][CH:14]=2)[CH2:18][C@@H:19]1[CH3:29])=[O:24])[CH:27]=[CH2:28], predict the reactants needed to synthesize it. The reactants are: C[Si](C)(C)[N-][Si](C)(C)C.[Li+].[SH:11][C:12]1[S:13][CH:14]=[C:15]([C:17]2[CH2:18][C@H:19]([CH3:29])[N:20]([C:23]([O:25][CH2:26][CH:27]=[CH2:28])=[O:24])[CH2:21][CH:22]=2)[N:16]=1.O(P(OC1C=CC=CC=1)O[C:39]1[C@H:45]([CH3:46])[C@H:44]2[N:41]([C:42](=[O:54])[C@@H:43]2[C@H:47]([O:49][Si:50]([CH3:53])([CH3:52])[CH3:51])[CH3:48])[C:40]=1[C:55]([O:57][CH2:58][CH:59]=[CH2:60])=[O:56])C1C=CC=CC=1.C(#N)C. (2) Given the product [CH3:35][O:36][C:37]1[CH:42]=[C:41]([O:43][CH3:44])[CH:40]=[CH:39][C:38]=1[C:7]1[CH:12]=[CH:11][C:10]([N:13]([CH3:32])[CH2:14][CH2:15][N:16]([C:18]2[CH:19]=[CH:20][C:21]([C:40]3[CH:41]=[CH:42][C:37]([O:36][CH3:35])=[CH:38][C:39]=3[O:51][CH3:48])=[N:22][CH:23]=2)[CH3:17])=[CH:9][N:8]=1, predict the reactants needed to synthesize it. The reactants are: FC(F)(F)S(O[C:7]1[CH:12]=[CH:11][C:10]([N:13]([CH3:32])[CH2:14][CH2:15][N:16]([C:18]2[CH:19]=[CH:20][C:21](OS(C(F)(F)F)(=O)=O)=[N:22][CH:23]=2)[CH3:17])=[CH:9][N:8]=1)(=O)=O.[CH3:35][O:36][C:37]1[CH:42]=[C:41]([O:43][CH3:44])[CH:40]=[CH:39][C:38]=1B(O)O.[C:48](=[O:51])([O-])[O-].[Na+].[Na+]. (3) Given the product [NH2:10][C:3]1[C:2](/[CH:18]=[CH:13]/[C:12]([O:15][CH2:16][CH3:17])=[O:14])=[N:7][CH:6]=[C:5]([O:8][CH3:9])[N:4]=1, predict the reactants needed to synthesize it. The reactants are: Cl[C:2]1[C:3]([NH2:10])=[N:4][C:5]([O:8][CH3:9])=[CH:6][N:7]=1.O.[C:12]([O:15][CH2:16][CH3:17])(=[O:14])[CH3:13].[CH2:18](N(CC)CC)C.